This data is from Forward reaction prediction with 1.9M reactions from USPTO patents (1976-2016). The task is: Predict the product of the given reaction. (1) Given the reactants [CH:1]([C:4]1[CH:11]=[CH:10][C:7]([CH:8]=O)=[CH:6][CH:5]=1)([CH3:3])[CH3:2].[NH2:12][C:13]1[S:14][C:15]([S:18]([C:21]2[CH:26]=[CH:25][C:24]([N+:27]([O-:29])=[O:28])=[CH:23][CH:22]=2)(=[O:20])=[O:19])=[CH:16][N:17]=1.C([O:32][C:33](=O)[C:34](=[O:44])[CH2:35][C:36](=[O:43])[C:37]1[CH:42]=[CH:41][CH:40]=[CH:39][N:38]=1)C, predict the reaction product. The product is: [OH:44][C:34]1[C:33](=[O:32])[N:12]([C:13]2[S:14][C:15]([S:18]([C:21]3[CH:22]=[CH:23][C:24]([N+:27]([O-:29])=[O:28])=[CH:25][CH:26]=3)(=[O:19])=[O:20])=[CH:16][N:17]=2)[CH:8]([C:7]2[CH:10]=[CH:11][C:4]([CH:1]([CH3:3])[CH3:2])=[CH:5][CH:6]=2)[C:35]=1[C:36]([C:37]1[CH:42]=[CH:41][CH:40]=[CH:39][N:38]=1)=[O:43]. (2) Given the reactants [Br:1][C:2]1[CH:7]=[CH:6][C:5]([C:8]2[CH:13]=[CH:12][C:11]([CH2:14][C:15](=[O:17])[CH3:16])=[CH:10][CH:9]=2)=[CH:4][CH:3]=1.[BH4-].[Na+], predict the reaction product. The product is: [Br:1][C:2]1[CH:3]=[CH:4][C:5]([C:8]2[CH:13]=[CH:12][C:11]([CH2:14][CH:15]([OH:17])[CH3:16])=[CH:10][CH:9]=2)=[CH:6][CH:7]=1. (3) Given the reactants [CH3:1][C:2]1[O:6][N:5]=[C:4]([C:7]2[CH:12]=[CH:11][CH:10]=[CH:9][CH:8]=2)[C:3]=1[CH:13]=O.[Br:15][C:16](Br)(Br)[Br:17].C1(P(C2C=CC=CC=2)C2C=CC=CC=2)C=CC=CC=1, predict the reaction product. The product is: [Br:15][C:16]([Br:17])=[CH:13][C:3]1[C:4]([C:7]2[CH:12]=[CH:11][CH:10]=[CH:9][CH:8]=2)=[N:5][O:6][C:2]=1[CH3:1]. (4) Given the reactants [F:1][C:2]1[C:7]([F:8])=[CH:6][CH:5]=[CH:4][C:3]=1[C:9](=[N:19][OH:20])[CH2:10][O:11][C@@H:12]([CH:17]=[CH2:18])[C:13]([F:16])([F:15])[F:14].C1(C=CC(O)=CC=1)O, predict the reaction product. The product is: [F:1][C:2]1[C:7]([F:8])=[CH:6][CH:5]=[CH:4][C:3]=1[C:9]12[CH2:10][O:11][C@H:12]([C:13]([F:15])([F:16])[F:14])[CH:17]1[CH2:18][O:20][NH:19]2. (5) Given the reactants [NH2:1][C:2]1[CH:31]=[CH:30][C:5]([N:6]([C:23]([O:25][C:26]([CH3:29])([CH3:28])[CH3:27])=[O:24])[CH2:7][CH2:8][C:9]2[N:14]=[C:13]([NH:15][C:16](=[O:22])[O:17][C:18]([CH3:21])([CH3:20])[CH3:19])[CH:12]=[CH:11][CH:10]=2)=[CH:4][CH:3]=1.[F:32][C:33]([F:50])([F:49])[C:34]1[CH:39]=[CH:38][C:37]([C:40]2[C:41]([C:46](O)=[O:47])=[CH:42][CH:43]=[CH:44][CH:45]=2)=[CH:36][CH:35]=1.C1C=CC2N(O)N=NC=2C=1.CCN=C=NCCCN(C)C.Cl, predict the reaction product. The product is: [C:18]([O:17][C:16]([NH:15][C:13]1[N:14]=[C:9]([CH2:8][CH2:7][N:6]([C:5]2[CH:30]=[CH:31][C:2]([NH:1][C:46]([C:41]3[CH:42]=[CH:43][CH:44]=[CH:45][C:40]=3[C:37]3[CH:38]=[CH:39][C:34]([C:33]([F:32])([F:49])[F:50])=[CH:35][CH:36]=3)=[O:47])=[CH:3][CH:4]=2)[C:23](=[O:24])[O:25][C:26]([CH3:29])([CH3:28])[CH3:27])[CH:10]=[CH:11][CH:12]=1)=[O:22])([CH3:21])([CH3:20])[CH3:19]. (6) Given the reactants [Cl:1][C:2]1[C:7]([C:8](Cl)=[O:9])=[C:6]([Cl:11])[N:5]=[CH:4][N:3]=1.[OH:12]/[N:13]=[C:14](\[NH2:16])/[CH3:15].CCN(C(C)C)C(C)C, predict the reaction product. The product is: [Cl:1][C:2]1[C:7]([C:8]([O:12]/[N:13]=[C:14](/[NH2:16])\[CH3:15])=[O:9])=[C:6]([Cl:11])[N:5]=[CH:4][N:3]=1. (7) Given the reactants [Br:1][CH2:2][CH2:3][CH2:4][CH2:5][C:6]([CH3:16])([C:9]1C=CC(C)=CC=1)[CH2:7][OH:8].[Li+].[BH4-].CO, predict the reaction product. The product is: [Br:1][CH2:2][CH2:3][CH2:4][CH2:5][C:6]([CH3:16])([CH3:9])[CH2:7][OH:8].